This data is from Forward reaction prediction with 1.9M reactions from USPTO patents (1976-2016). The task is: Predict the product of the given reaction. (1) Given the reactants [NH2:1][C@@H:2]1[CH2:7][CH2:6][CH2:5][N:4](C(OC(C)(C)C)=O)[CH2:3]1.[CH3:15][C:16]1[CH:24]=[CH:23][C:22]([CH3:25])=[C:21]2[C:17]=1[CH:18]=[C:19]([C:26](O)=[O:27])[NH:20]2.N, predict the reaction product. The product is: [CH3:15][C:16]1[CH:24]=[CH:23][C:22]([CH3:25])=[C:21]2[C:17]=1[CH:18]=[C:19]([C:26]([NH:1][C@@H:2]1[CH2:7][CH2:6][CH2:5][NH:4][CH2:3]1)=[O:27])[NH:20]2. (2) Given the reactants [CH2:1]([O:3][C:4]1[CH:11]=[CH:10][C:7]([CH:8]=O)=[CH:6][N:5]=1)[CH3:2].[CH3:12][O:13][C:14]1[CH:15]=[C:16]([CH:18]=[CH:19][CH:20]=1)[NH2:17], predict the reaction product. The product is: [CH2:1]([O:3][C:4]1[N:5]=[CH:6][C:7]([CH:8]=[N:17][C:16]2[CH:18]=[CH:19][CH:20]=[C:14]([O:13][CH3:12])[CH:15]=2)=[CH:10][CH:11]=1)[CH3:2]. (3) Given the reactants CC1C=CC(S(OCC2CC3C(C)=C(Cl)C=C(C(C)C)C=3O2)(=O)=O)=CC=1.[N-]=[N+]=[N-].[Na+].[N:31]([CH2:34][CH:35]1[CH2:39][C:38]2[C:40]([CH3:48])=[C:41]([Cl:47])[CH:42]=[C:43]([CH:44]([CH3:46])[CH3:45])[C:37]=2[O:36]1)=[N+]=[N-].C1(P(C2C=CC=CC=2)C2C=CC=CC=2)C=CC=CC=1.Cl, predict the reaction product. The product is: [Cl:47][C:41]1[CH:42]=[C:43]([CH:44]([CH3:46])[CH3:45])[C:37]2[O:36][CH:35]([CH2:34][NH2:31])[CH2:39][C:38]=2[C:40]=1[CH3:48]. (4) The product is: [C:9]1(=[O:10])[NH:3][C:30](=[O:31])[CH:12]=[CH:11]1.[CH2:11]=[CH:12][C:13]1[CH:18]=[CH:17][CH:16]=[CH:15][CH:14]=1. Given the reactants C([N:3](CC)CC)C.Cl[C:9]([CH:11]=[CH:12][C:13]1[CH:18]=[CH:17][C:16](OC(=O)C2C=CC(F)=C(F)C=2)=[CH:15][CH:14]=1)=[O:10].[CH3:30][OH:31], predict the reaction product. (5) Given the reactants [CH3:1][O:2][C:3](=[O:16])[CH2:4][C:5]1[CH:9]=[CH:8][S:7][C:6]=1[C:10]1[CH:15]=[CH:14][CH:13]=[CH:12][CH:11]=1.[Cl:17][C:18]1[CH:26]=[CH:25][C:21]([C:22](Cl)=[O:23])=[CH:20][CH:19]=1.[Al+3].[Cl-].[Cl-].[Cl-], predict the reaction product. The product is: [CH3:1][O:2][C:3](=[O:16])[CH2:4][C:5]1[CH:9]=[C:8]([C:22](=[O:23])[C:21]2[CH:25]=[CH:26][C:18]([Cl:17])=[CH:19][CH:20]=2)[S:7][C:6]=1[C:10]1[CH:11]=[CH:12][CH:13]=[CH:14][CH:15]=1. (6) Given the reactants [N-]=[N+]=[N-].[Na+].Br[CH:6]([CH3:20])[C:7]([C:9]1[CH:14]=[CH:13][C:12]([F:15])=[C:11]([C:16]([F:19])([F:18])[F:17])[CH:10]=1)=[O:8].[N-:21]=[N+]=[N-].C1(P(C2C=CC=CC=2)C2C=CC=CC=2)C=CC=CC=1.[C:43]1([CH3:53])[CH:48]=[CH:47][C:46]([S:49]([OH:52])(=[O:51])=[O:50])=[CH:45][CH:44]=1, predict the reaction product. The product is: [C:43]1([CH3:53])[CH:44]=[CH:45][C:46]([S:49]([OH:52])(=[O:50])=[O:51])=[CH:47][CH:48]=1.[NH2:21][CH:6]([CH3:20])[C:7]([C:9]1[CH:14]=[CH:13][C:12]([F:15])=[C:11]([C:16]([F:19])([F:18])[F:17])[CH:10]=1)=[O:8]. (7) The product is: [CH2:18]([C@H:4]([C@H:2]([OH:3])[C:1]([O:12][CH:13]([CH3:15])[CH3:14])=[O:11])[C:5]([O:7][CH:8]([CH3:10])[CH3:9])=[O:6])[CH:17]=[CH2:16]. Given the reactants [C:1]([O:12][CH:13]([CH3:15])[CH3:14])(=[O:11])[C@H:2]([CH2:4][C:5]([O:7][CH:8]([CH3:10])[CH3:9])=[O:6])[OH:3].[CH2:16](Br)[CH:17]=[CH2:18], predict the reaction product. (8) The product is: [NH2:1][C:4]1[CH:9]=[CH:8][C:7]([C:10]2[N:11]=[C:12]3[C:17]([C:18]([NH2:20])=[O:19])=[CH:16][CH:15]=[CH:14][N:13]3[CH:21]=2)=[CH:6][CH:5]=1. Given the reactants [N+:1]([C:4]1[CH:9]=[CH:8][C:7]([C:10]2[N:11]=[C:12]3[C:17]([C:18]([NH2:20])=[O:19])=[CH:16][CH:15]=[CH:14][N:13]3[CH:21]=2)=[CH:6][CH:5]=1)([O-])=O.[H][H], predict the reaction product. (9) The product is: [Cl:5][CH2:20][CH:19]=[CH:18][C:15]1[S:16][CH:17]=[C:13]([C:10]2[CH:11]=[CH:12][C:7]([F:6])=[CH:8][CH:9]=2)[N:14]=1. Given the reactants CS([Cl:5])(=O)=O.[F:6][C:7]1[CH:12]=[CH:11][C:10]([C:13]2[N:14]=[C:15]([CH:18]=[CH:19][CH2:20]O)[S:16][CH:17]=2)=[CH:9][CH:8]=1.C(N(CC)CC)C, predict the reaction product.